This data is from Acute oral toxicity (LD50) regression data from Zhu et al.. The task is: Regression/Classification. Given a drug SMILES string, predict its toxicity properties. Task type varies by dataset: regression for continuous values (e.g., LD50, hERG inhibition percentage) or binary classification for toxic/non-toxic outcomes (e.g., AMES mutagenicity, cardiotoxicity, hepatotoxicity). Dataset: ld50_zhu. (1) The compound is C=C[Si](OC(C)(C)C)(OC(C)(C)C)OC(C)(C)C. The rat oral LD50 is 2.05, given as -log10 of the dose in mol/kg body weight (higher means more acutely toxic). (2) The compound is COc1cc(C=CC(=S)N2CCOCC2)cc(OC)c1OC. The rat oral LD50 is 2.38, given as -log10 of the dose in mol/kg body weight (higher means more acutely toxic).